From a dataset of NCI-60 drug combinations with 297,098 pairs across 59 cell lines. Regression. Given two drug SMILES strings and cell line genomic features, predict the synergy score measuring deviation from expected non-interaction effect. (1) Drug 1: C1CN1P(=S)(N2CC2)N3CC3. Drug 2: COC1=NC(=NC2=C1N=CN2C3C(C(C(O3)CO)O)O)N. Cell line: NCI/ADR-RES. Synergy scores: CSS=5.55, Synergy_ZIP=-3.79, Synergy_Bliss=-2.25, Synergy_Loewe=-6.32, Synergy_HSA=-1.13. (2) Drug 1: CN(CC1=CN=C2C(=N1)C(=NC(=N2)N)N)C3=CC=C(C=C3)C(=O)NC(CCC(=O)O)C(=O)O. Drug 2: CC1(CCCN1)C2=NC3=C(C=CC=C3N2)C(=O)N. Cell line: HCT116. Synergy scores: CSS=40.1, Synergy_ZIP=-4.74, Synergy_Bliss=-12.0, Synergy_Loewe=-26.2, Synergy_HSA=-11.8. (3) Drug 1: CC1CCC2CC(C(=CC=CC=CC(CC(C(=O)C(C(C(=CC(C(=O)CC(OC(=O)C3CCCCN3C(=O)C(=O)C1(O2)O)C(C)CC4CCC(C(C4)OC)OCCO)C)C)O)OC)C)C)C)OC. Drug 2: C1CN1C2=NC(=NC(=N2)N3CC3)N4CC4. Cell line: NCI-H322M. Synergy scores: CSS=14.0, Synergy_ZIP=-3.34, Synergy_Bliss=0.946, Synergy_Loewe=-2.79, Synergy_HSA=1.22. (4) Drug 1: C1=NC2=C(N1)C(=S)N=C(N2)N. Drug 2: B(C(CC(C)C)NC(=O)C(CC1=CC=CC=C1)NC(=O)C2=NC=CN=C2)(O)O. Cell line: MCF7. Synergy scores: CSS=36.1, Synergy_ZIP=-0.701, Synergy_Bliss=-3.41, Synergy_Loewe=-3.71, Synergy_HSA=-3.68. (5) Drug 1: CCC1(CC2CC(C3=C(CCN(C2)C1)C4=CC=CC=C4N3)(C5=C(C=C6C(=C5)C78CCN9C7C(C=CC9)(C(C(C8N6C=O)(C(=O)OC)O)OC(=O)C)CC)OC)C(=O)OC)O.OS(=O)(=O)O. Drug 2: C(CN)CNCCSP(=O)(O)O. Cell line: COLO 205. Synergy scores: CSS=5.64, Synergy_ZIP=17.0, Synergy_Bliss=16.8, Synergy_Loewe=-1.03, Synergy_HSA=13.9. (6) Drug 1: CC1CCC2CC(C(=CC=CC=CC(CC(C(=O)C(C(C(=CC(C(=O)CC(OC(=O)C3CCCCN3C(=O)C(=O)C1(O2)O)C(C)CC4CCC(C(C4)OC)O)C)C)O)OC)C)C)C)OC. Drug 2: CC1=C2C(C(=O)C3(C(CC4C(C3C(C(C2(C)C)(CC1OC(=O)C(C(C5=CC=CC=C5)NC(=O)C6=CC=CC=C6)O)O)OC(=O)C7=CC=CC=C7)(CO4)OC(=O)C)O)C)OC(=O)C. Cell line: A549. Synergy scores: CSS=12.6, Synergy_ZIP=4.72, Synergy_Bliss=3.62, Synergy_Loewe=2.07, Synergy_HSA=3.42. (7) Drug 1: C1=CN(C(=O)N=C1N)C2C(C(C(O2)CO)O)O.Cl. Drug 2: CCCCC(=O)OCC(=O)C1(CC(C2=C(C1)C(=C3C(=C2O)C(=O)C4=C(C3=O)C=CC=C4OC)O)OC5CC(C(C(O5)C)O)NC(=O)C(F)(F)F)O. Cell line: MCF7. Synergy scores: CSS=34.4, Synergy_ZIP=2.83, Synergy_Bliss=3.34, Synergy_Loewe=-0.266, Synergy_HSA=1.95. (8) Drug 1: CCCCCOC(=O)NC1=NC(=O)N(C=C1F)C2C(C(C(O2)C)O)O. Drug 2: CC1=C(C(=CC=C1)Cl)NC(=O)C2=CN=C(S2)NC3=CC(=NC(=N3)C)N4CCN(CC4)CCO. Cell line: SNB-19. Synergy scores: CSS=8.47, Synergy_ZIP=-4.67, Synergy_Bliss=-3.61, Synergy_Loewe=0.947, Synergy_HSA=-1.72. (9) Drug 1: CC1=C2C(C(=O)C3(C(CC4C(C3C(C(C2(C)C)(CC1OC(=O)C(C(C5=CC=CC=C5)NC(=O)OC(C)(C)C)O)O)OC(=O)C6=CC=CC=C6)(CO4)OC(=O)C)OC)C)OC. Drug 2: CC(C1=C(C=CC(=C1Cl)F)Cl)OC2=C(N=CC(=C2)C3=CN(N=C3)C4CCNCC4)N. Cell line: MOLT-4. Synergy scores: CSS=63.8, Synergy_ZIP=-8.41, Synergy_Bliss=-13.6, Synergy_Loewe=-16.9, Synergy_HSA=-13.1. (10) Drug 1: CC1=C2C(C(=O)C3(C(CC4C(C3C(C(C2(C)C)(CC1OC(=O)C(C(C5=CC=CC=C5)NC(=O)OC(C)(C)C)O)O)OC(=O)C6=CC=CC=C6)(CO4)OC(=O)C)OC)C)OC. Drug 2: CN(C(=O)NC(C=O)C(C(C(CO)O)O)O)N=O. Cell line: SR. Synergy scores: CSS=93.1, Synergy_ZIP=6.03, Synergy_Bliss=5.94, Synergy_Loewe=3.94, Synergy_HSA=7.92.